This data is from Catalyst prediction with 721,799 reactions and 888 catalyst types from USPTO. The task is: Predict which catalyst facilitates the given reaction. (1) Reactant: [CH3:1][S:2](Cl)(=[O:4])=[O:3].[CH3:6][N:7]([CH3:34])[C:8]1[CH:9]=[C:10]([CH:31]=[CH:32][CH:33]=1)[C:11]([NH:13][C:14]1[CH:15]=[CH:16][C:17]([CH3:30])=[C:18]([NH:20][C:21](=[O:29])[C:22]2[CH:27]=[CH:26][CH:25]=[C:24]([NH2:28])[CH:23]=2)[CH:19]=1)=[O:12].N1C=CC=CC=1. Product: [CH3:34][N:7]([CH3:6])[C:8]1[CH:9]=[C:10]([CH:31]=[CH:32][CH:33]=1)[C:11]([NH:13][C:14]1[CH:15]=[CH:16][C:17]([CH3:30])=[C:18]([NH:20][C:21](=[O:29])[C:22]2[CH:27]=[CH:26][CH:25]=[C:24]([NH:28][S:2]([CH3:1])(=[O:4])=[O:3])[CH:23]=2)[CH:19]=1)=[O:12]. The catalyst class is: 2. (2) Reactant: [CH3:1][S:2][C:3]1[N:4]=[C:5]([C:36]([F:39])([F:38])[F:37])[C:6]2[C:11]([C:12]3[CH:17]=[CH:16][CH:15]=[CH:14][CH:13]=3)=[C:10]([C:18]3[CH:23]=[CH:22][C:21]([C:24]4([NH:28]C(=O)OC(C)(C)C)[CH2:27][CH2:26][CH2:25]4)=[CH:20][CH:19]=3)[O:9][C:7]=2[N:8]=1.NC1(C2C=CC(C3OC4N=C(NCCO)N=C(C)C=4C=3C3C=CC=CC=3)=CC=2)CCC1.[ClH:71].O1CCOCC1. The catalyst class is: 165. Product: [ClH:71].[CH3:1][S:2][C:3]1[N:4]=[C:5]([C:36]([F:38])([F:37])[F:39])[C:6]2[C:11]([C:12]3[CH:13]=[CH:14][CH:15]=[CH:16][CH:17]=3)=[C:10]([C:18]3[CH:23]=[CH:22][C:21]([C:24]4([NH2:28])[CH2:25][CH2:26][CH2:27]4)=[CH:20][CH:19]=3)[O:9][C:7]=2[N:8]=1. (3) Reactant: C(O[BH-](OC(=O)C)OC(=O)C)(=O)C.[Na+].[CH3:15][O:16][C:17]1[C:22]([CH3:23])=[CH:21][N:20]=[C:19]([CH2:24][N:25]2[N:53]=[C:29]3[CH2:30][C:31](=O)[C:32]4[CH2:33][S:34][N:35]=[C:36]([N:37](C(OC(C)(C)C)=O)C(OC(C)(C)C)=O)[C:27]([C:28]=43)=[N:26]2)[C:18]=1[CH3:54].ClC(Cl)C.[CH:59]1([NH2:63])[CH2:62][CH2:61][CH2:60]1.[OH-].[Na+]. Product: [CH:59]1([NH:63][CH:31]2[C:32]3[CH2:33][S:34][N:35]=[C:36]([NH2:37])[C:27]4=[N:26][N:25]([CH2:24][C:19]5[C:18]([CH3:54])=[C:17]([O:16][CH3:15])[C:22]([CH3:23])=[CH:21][N:20]=5)[N:53]=[C:29]([C:28]=34)[CH2:30]2)[CH2:62][CH2:61][CH2:60]1. The catalyst class is: 130.